This data is from Forward reaction prediction with 1.9M reactions from USPTO patents (1976-2016). The task is: Predict the product of the given reaction. (1) The product is: [F:19][C:20]1[C:40]([N:41]2[CH2:42][CH2:43][O:44][CH2:45][CH2:46]2)=[CH:39][C:23]2[NH:24][C:25]([C:27]3[C:31]([NH:32][C:7]([N:1]4[CH2:6][CH2:5][CH2:4][CH2:3][CH2:2]4)=[O:8])=[CH:30][N:29]([CH:33]4[CH2:38][CH2:37][CH2:36][CH2:35][O:34]4)[N:28]=3)=[N:26][C:22]=2[CH:21]=1. Given the reactants [N:1]1([C:7](Cl)=[O:8])[CH2:6][CH2:5][CH2:4][CH2:3][CH2:2]1.C(N(CC)C(C)C)(C)C.[F:19][C:20]1[C:40]([N:41]2[CH2:46][CH2:45][O:44][CH2:43][CH2:42]2)=[CH:39][C:23]2[NH:24][C:25]([C:27]3[C:31]([NH2:32])=[CH:30][N:29]([CH:33]4[CH2:38][CH2:37][CH2:36][CH2:35][O:34]4)[N:28]=3)=[N:26][C:22]=2[CH:21]=1, predict the reaction product. (2) Given the reactants C1(C[N:8](CC2C=CC=CC=2)[CH2:9][C@@H:10]([C:12]2[CH:13]=[CH:14][C:15]([O:21][CH2:22][O:23][CH2:24][CH2:25][Si:26]([CH3:29])([CH3:28])[CH3:27])=[C:16]([NH:18][CH:19]=[O:20])[CH:17]=2)[OH:11])C=CC=CC=1.[H][H], predict the reaction product. The product is: [NH2:8][CH2:9][C@@H:10]([C:12]1[CH:13]=[CH:14][C:15]([O:21][CH2:22][O:23][CH2:24][CH2:25][Si:26]([CH3:29])([CH3:28])[CH3:27])=[C:16]([NH:18][CH:19]=[O:20])[CH:17]=1)[OH:11]. (3) Given the reactants [CH3:1][O:2][C:3]1[CH:8]=[CH:7][C:6]([CH2:9][CH2:10][C:11](=[CH2:14])[CH:12]=[O:13])=[CH:5][CH:4]=1.Cl([O-])=[O:16].[Na+], predict the reaction product. The product is: [CH3:1][O:2][C:3]1[CH:8]=[CH:7][C:6]([CH2:9][CH2:10][C:11](=[CH2:14])[C:12]([OH:16])=[O:13])=[CH:5][CH:4]=1. (4) Given the reactants [CH3:1][O:2][C:3](=[O:14])[CH:4]=[CH:5][C:6]1[CH:11]=[C:10](I)[CH:9]=[C:8]([F:13])[CH:7]=1.[C:15]([O:19][C:20]([N:22]1[CH2:25][CH2:24][C@H:23]1[CH2:26][O:27][C:28]1[CH:29]=[N:30][CH:31]=[C:32]([Sn](C)(C)C)[CH:33]=1)=[O:21])([CH3:18])([CH3:17])[CH3:16].C(OC(N1CC[C@H]1COC1C=C(C2C=C(CCCO)C=CC=2)C=NC=1)=O)(C)(C)C, predict the reaction product. The product is: [CH3:1][O:2][C:3](=[O:14])[CH:4]=[CH:5][C:6]1[CH:7]=[C:8]([F:13])[CH:9]=[C:10]([C:32]2[CH:31]=[N:30][CH:29]=[C:28]([O:27][CH2:26][C@@H:23]3[CH2:24][CH2:25][N:22]3[C:20]([O:19][C:15]([CH3:18])([CH3:17])[CH3:16])=[O:21])[CH:33]=2)[CH:11]=1. (5) Given the reactants C([N:3]([CH2:6]C)CC)C.C1C=CC(P(N=[N+]=[N-])(C2C=CC=CC=2)=[O:15])=CC=1.[Br:25][C:26]1[CH:27]=[N:28][CH:29]=[C:30]([CH:34]=1)C(O)=O.[CH3:35][C:36]([OH:39])([CH3:38])[CH3:37], predict the reaction product. The product is: [C:36]([O:39][C:6](=[O:15])[NH:3][C:30]1[CH:29]=[N:28][CH:27]=[C:26]([Br:25])[CH:34]=1)([CH3:38])([CH3:37])[CH3:35]. (6) The product is: [CH:1]([C:3]1[NH:7][C:6]([CH2:8][CH2:9][C:10]([OH:12])=[O:11])=[CH:5][C:4]=1[CH2:15][CH2:16][CH3:17])=[O:2]. Given the reactants [CH:1]([C:3]1[NH:7][C:6]([CH2:8][CH2:9][C:10]([O:12]CC)=[O:11])=[CH:5][C:4]=1[CH2:15][CH2:16][CH3:17])=[O:2].Cl.CCOC(C)=O, predict the reaction product.